This data is from Forward reaction prediction with 1.9M reactions from USPTO patents (1976-2016). The task is: Predict the product of the given reaction. (1) Given the reactants [F:1][CH:2]([F:11])[C:3]1[CH:7]=[C:6]([CH:8]([F:10])[F:9])[NH:5][N:4]=1.C1C(=O)N([Br:19])C(=O)C1, predict the reaction product. The product is: [Br:19][C:7]1[C:6]([CH:8]([F:9])[F:10])=[N:5][NH:4][C:3]=1[CH:2]([F:1])[F:11]. (2) Given the reactants [CH2:1]([O:8][C:9]1[CH:10]=[N:11][C:12]([NH2:15])=[N:13][CH:14]=1)[C:2]1[CH:7]=[CH:6][CH:5]=[CH:4][CH:3]=1.[C:16](Cl)(=[O:22])[CH2:17][CH2:18][CH2:19][CH2:20][CH3:21].Cl, predict the reaction product. The product is: [CH2:1]([O:8][C:9]1[CH:14]=[N:13][C:12]([NH:15][C:16](=[O:22])[CH2:17][CH2:18][CH2:19][CH2:20][CH3:21])=[N:11][CH:10]=1)[C:2]1[CH:7]=[CH:6][CH:5]=[CH:4][CH:3]=1. (3) Given the reactants [Br:1][CH2:2][CH:3]=[CH:4][CH2:5][O:6][CH2:7][CH2:8][O:9][CH2:10][CH2:11][O:12][CH2:13][CH2:14][O:15][CH2:16][CH2:17][C:18]([OH:20])=[O:19].[CH2:21](Cl)Cl, predict the reaction product. The product is: [CH3:21][O:19][C:18](=[O:20])[CH2:17][CH2:16][O:15][CH2:14][CH2:13][O:12][CH2:11][CH2:10][O:9][CH2:8][CH2:7][O:6][CH2:5][CH:4]=[CH:3][CH2:2][Br:1]. (4) Given the reactants Cl.[Cl:2]C1C=CC(O[CH:8]2[CH2:13][CH2:12][NH:11][CH2:10][CH2:9]2)=CC=1F.[Cl:17][C:18]1[CH:23]=[CH:22][C:21]([OH:24])=[C:20]([O:25][CH3:26])[CH:19]=1, predict the reaction product. The product is: [ClH:2].[Cl:17][C:18]1[CH:23]=[CH:22][C:21]([O:24][CH:8]2[CH2:13][CH2:12][NH:11][CH2:10][CH2:9]2)=[C:20]([O:25][CH3:26])[CH:19]=1. (5) Given the reactants [CH2:1]([C:4]1([NH2:19])[CH2:8][CH2:7][C@@H:6]([C:9]([O:11][CH2:12][C:13]2[CH:18]=[CH:17][CH:16]=[CH:15][CH:14]=2)=[O:10])[CH2:5]1)[CH:2]=[CH2:3].C(N(CC)CC)C.[C:27](O[C:27]([O:29][C:30]([CH3:33])([CH3:32])[CH3:31])=[O:28])([O:29][C:30]([CH3:33])([CH3:32])[CH3:31])=[O:28], predict the reaction product. The product is: [CH2:1]([C:4]1([NH:19][C:27]([O:29][C:30]([CH3:33])([CH3:32])[CH3:31])=[O:28])[CH2:8][CH2:7][C@@H:6]([C:9]([O:11][CH2:12][C:13]2[CH:18]=[CH:17][CH:16]=[CH:15][CH:14]=2)=[O:10])[CH2:5]1)[CH:2]=[CH2:3]. (6) Given the reactants [Cl:1][C:2]1[CH:15]=[CH:14][C:5]([O:6][C:7]2[CH:12]=[CH:11][CH:10]=[CH:9][C:8]=2[NH2:13])=[CH:4][CH:3]=1.[C:16]([N:23]1[CH2:28][CH2:27][C:26](=O)[CH2:25][CH2:24]1)([O:18][C:19]([CH3:22])([CH3:21])[CH3:20])=[O:17].C(O)(=O)C.C(O[BH-](OC(=O)C)OC(=O)C)(=O)C.[Na+], predict the reaction product. The product is: [C:19]([O:18][C:16]([N:23]1[CH2:28][CH2:27][CH:26]([NH:13][C:8]2[CH:9]=[CH:10][CH:11]=[CH:12][C:7]=2[O:6][C:5]2[CH:14]=[CH:15][C:2]([Cl:1])=[CH:3][CH:4]=2)[CH2:25][CH2:24]1)=[O:17])([CH3:22])([CH3:20])[CH3:21].